This data is from Reaction yield outcomes from USPTO patents with 853,638 reactions. The task is: Predict the reaction yield, written as a fraction of the theoretical maximum amount of product (1.0 means a 100% yield; for example, 0.34 means a 34% yield). The reactants are C(NC(C)C)(C)C.C([Li])CCC.[F:13][C:14]1[N:19]=[CH:18][C:17]([CH:20]([N:22]2[CH2:27][CH2:26][O:25][CH2:24][CH2:23]2)[CH3:21])=[CH:16][CH:15]=1.[B:28](OC(C)C)([O:33]C(C)C)[O:29]C(C)C. The catalyst is O1CCCC1. The product is [F:13][C:14]1[C:15]([B:28]([OH:33])[OH:29])=[CH:16][C:17]([CH:20]([N:22]2[CH2:27][CH2:26][O:25][CH2:24][CH2:23]2)[CH3:21])=[CH:18][N:19]=1. The yield is 0.960.